From a dataset of Reaction yield outcomes from USPTO patents with 853,638 reactions. Predict the reaction yield, written as a fraction of the theoretical maximum amount of product (1.0 means a 100% yield; for example, 0.34 means a 34% yield). (1) The reactants are [F:1][C:2]1[CH:7]=[CH:6][C:5](B(O)O)=[CH:4][CH:3]=1.Br[C:12]1[S:13][CH:14]=[CH:15][N:16]=1.C([O-])([O-])=O.[Na+].[Na+]. The catalyst is C1(C)C=CC=CC=1.C(O)C.C1C=CC([P]([Pd]([P](C2C=CC=CC=2)(C2C=CC=CC=2)C2C=CC=CC=2)([P](C2C=CC=CC=2)(C2C=CC=CC=2)C2C=CC=CC=2)[P](C2C=CC=CC=2)(C2C=CC=CC=2)C2C=CC=CC=2)(C2C=CC=CC=2)C2C=CC=CC=2)=CC=1. The product is [F:1][C:2]1[CH:7]=[CH:6][C:5]([C:12]2[S:13][CH:14]=[CH:15][N:16]=2)=[CH:4][CH:3]=1. The yield is 0.820. (2) The reactants are [CH3:1][CH:2]1[C:10]2[CH:9]=[C:8]3[O:11][CH2:12][C:13](=C)[CH2:14][O:15][C:7]3=[CH:6][C:5]=2[CH2:4][CH2:3]1.I([O-])(=O)(=O)=[O:18].[Na+]. The product is [CH3:1][CH:2]1[C:10]2[CH:9]=[C:8]3[O:11][CH2:12][C:13](=[O:18])[CH2:14][O:15][C:7]3=[CH:6][C:5]=2[CH2:4][CH2:3]1. The catalyst is C(#N)C.O.C(Cl)(Cl)(Cl)Cl.O.[Ru](Cl)(Cl)Cl. The yield is 0.500. (3) The reactants are [OH:1][C:2]1[CH:21]=[CH:20][C:5]([O:6][C:7]2[S:8][C:9]([C:12]#[C:13][CH:14]([NH:16][C:17](=[O:19])[CH3:18])[CH3:15])=[CH:10][N:11]=2)=[CH:4][CH:3]=1.[CH:22]1([CH2:27]O)[CH2:26][CH2:25][CH2:24][CH2:23]1.C1C=CC(P(C2C=CC=CC=2)C2C=CC=CC=2)=CC=1.CCOC(/N=N/C(OCC)=O)=O. The catalyst is C1COCC1. The product is [CH:22]1([CH2:27][O:1][C:2]2[CH:3]=[CH:4][C:5]([O:6][C:7]3[S:8][C:9]([C:12]#[C:13][CH:14]([NH:16][C:17](=[O:19])[CH3:18])[CH3:15])=[CH:10][N:11]=3)=[CH:20][CH:21]=2)[CH2:26][CH2:25][CH2:24][CH2:23]1. The yield is 0.740. (4) The reactants are [Br:1][C:2]1[C:10]2[O:9][C:8]([C:11]3(O)[CH:16]4[CH2:17][CH2:18][N:13]([CH2:14][CH2:15]4)[CH2:12]3)=[CH:7][C:6]=2[CH:5]=[CH:4][CH:3]=1.C(O)=O. The catalyst is CO. The product is [Br:1][C:2]1[C:10]2[O:9][C:8]([C:11]3[CH:16]4[CH2:15][CH2:14][N:13]([CH2:18][CH2:17]4)[CH:12]=3)=[CH:7][C:6]=2[CH:5]=[CH:4][CH:3]=1. The yield is 0.990.